This data is from Catalyst prediction with 721,799 reactions and 888 catalyst types from USPTO. The task is: Predict which catalyst facilitates the given reaction. (1) Reactant: [C:1]([O:5][C:6]([N:8]([C:24]([O:26][C:27]([CH3:30])([CH3:29])[CH3:28])=[O:25])[C@@H:9]([CH2:17][CH2:18][C:19](OCC)=[O:20])[C:10]([O:12][C:13]([CH3:16])([CH3:15])[CH3:14])=[O:11])=[O:7])([CH3:4])([CH3:3])[CH3:2].[H-].C([Al+]CC(C)C)C(C)C. Product: [C:27]([O:26][C:24]([N:8]([C:6]([O:5][C:1]([CH3:4])([CH3:3])[CH3:2])=[O:7])[C@@H:9]([CH2:17][CH2:18][CH:19]=[O:20])[C:10]([O:12][C:13]([CH3:14])([CH3:15])[CH3:16])=[O:11])=[O:25])([CH3:28])([CH3:29])[CH3:30]. The catalyst class is: 7. (2) Reactant: [OH:1]/[N:2]=[CH:3]/[C:4]1[N:5]2[C:9]([C:10]([C:13]([O:15][CH3:16])=[O:14])=[CH:11][CH:12]=1)=[CH:8][CH:7]=[CH:6]2.[Cl:17][C:18]1[CH:23]=[C:22]([C:24]([C:26]([F:29])([F:28])[F:27])=[CH2:25])[CH:21]=[C:20]([Cl:30])[C:19]=1[Cl:31]. Product: [Cl:17][C:18]1[CH:23]=[C:22]([C:24]2([C:26]([F:29])([F:28])[F:27])[O:1][N:2]=[C:3]([C:4]3[N:5]4[C:9]([C:10]([C:13]([O:15][CH3:16])=[O:14])=[CH:11][CH:12]=3)=[CH:8][CH:7]=[CH:6]4)[CH2:25]2)[CH:21]=[C:20]([Cl:30])[C:19]=1[Cl:31]. The catalyst class is: 1.